The task is: Predict the product of the given reaction.. This data is from Forward reaction prediction with 1.9M reactions from USPTO patents (1976-2016). (1) Given the reactants C1(N2CCN3C(CC4(C5C=CC=CC=5)CCCC4)=NC(=O)C(O)=C3C2=O)CC1.C([O:36][C:37]1[C:42](=[O:43])[N:41]=[C:40]([CH2:44][C:45]2([C:50]3[CH:55]=[CH:54][CH:53]=[CH:52][CH:51]=3)[CH2:49][CH2:48][CH2:47][CH2:46]2)[N:39]2[CH2:56][CH2:57][N:58]([CH:61]3[CH2:64][CH2:63][CH2:62]3)[C:59](=[O:60])[C:38]=12)C1C=CC=CC=1, predict the reaction product. The product is: [CH:61]1([N:58]2[CH2:57][CH2:56][N:39]3[C:40]([CH2:44][C:45]4([C:50]5[CH:51]=[CH:52][CH:53]=[CH:54][CH:55]=5)[CH2:49][CH2:48][CH2:47][CH2:46]4)=[N:41][C:42](=[O:43])[C:37]([OH:36])=[C:38]3[C:59]2=[O:60])[CH2:62][CH2:63][CH2:64]1. (2) Given the reactants [Cl:1][C:2]1[CH:6]=[C:5]([Cl:7])[N:4]([CH2:8][C:9]([O:11]CC)=[O:10])[N:3]=1.[OH-].[Na+], predict the reaction product. The product is: [Cl:1][C:2]1[CH:6]=[C:5]([Cl:7])[N:4]([CH2:8][C:9]([OH:11])=[O:10])[N:3]=1. (3) Given the reactants [Br:1][C:2]1[CH:3]=[C:4]([C:17]([O:19]C)=O)[N:5]([CH2:7][C:8]([C:10]2[CH:15]=[N:14][C:13]([CH3:16])=[CH:12][N:11]=2)=O)[CH:6]=1.[CH2:21]([NH2:24])[CH2:22][NH2:23], predict the reaction product. The product is: [Br:1][C:2]1[CH:3]=[C:4]2[C:17](=[O:19])[N:23]3[CH2:22][CH2:21][NH:24][C:8]3([C:10]3[CH:15]=[N:14][C:13]([CH3:16])=[CH:12][N:11]=3)[CH2:7][N:5]2[CH:6]=1. (4) Given the reactants [CH3:1][Si](C=[N+]=[N-])(C)C.CCCCCC.[C:14]([O:18][C:19]([N:21]1[CH2:26][CH2:25][C@@H:24]([CH2:27][CH2:28][C:29]([OH:31])=[O:30])[C@@H:23]([CH:32]=[CH2:33])[CH2:22]1)=[O:20])([CH3:17])([CH3:16])[CH3:15], predict the reaction product. The product is: [C:14]([O:18][C:19]([N:21]1[CH2:26][CH2:25][C@@H:24]([CH2:27][CH2:28][C:29]([O:31][CH3:1])=[O:30])[C@@H:23]([CH:32]=[CH2:33])[CH2:22]1)=[O:20])([CH3:17])([CH3:16])[CH3:15]. (5) Given the reactants [OH:1][C:2]([CH:4]([C:6]1[CH:19]=[CH:18][CH:17]=[C:8]([C:9]([C:11]2[CH:16]=[CH:15][CH:14]=[CH:13][CH:12]=2)=[O:10])[CH:7]=1)[CH3:5])=[O:3].[NH:20]1[CH:24]=[CH:23][N:22]=[CH:21]1.[CH:25]1[N:29]([CH2:30][O:31][CH2:32][CH2:33][OH:34])[C:28]2[N:35]=[C:36]([NH2:40])[N:37]=[C:38]([OH:39])[C:27]=2[N:26]=1, predict the reaction product. The product is: [CH:25]1[N:29]([CH2:30][O:31][CH2:32][CH2:33][OH:34])[C:28]2[N:35]=[C:36]([NH2:40])[N:37]=[C:38]([OH:39])[C:27]=2[N:26]=1.[NH:20]1[CH:24]=[CH:23][N:22]=[CH:21]1.[OH:3][C:2]([CH:4]([C:6]1[CH:19]=[CH:18][CH:17]=[C:8]([C:9]([C:11]2[CH:12]=[CH:13][CH:14]=[CH:15][CH:16]=2)=[O:10])[CH:7]=1)[CH3:5])=[O:1].